The task is: Predict which catalyst facilitates the given reaction.. This data is from Catalyst prediction with 721,799 reactions and 888 catalyst types from USPTO. (1) Reactant: [O:1]=[C:2]1[O:6][CH2:5][C:4]([N:7]2[CH2:12][CH2:11][CH2:10][C:9]3([CH2:17][CH2:16][N:15](C(OC(C)(C)C)=O)[CH2:14][CH2:13]3)[CH2:8]2)=[CH:3]1.C(O)(C(F)(F)F)=O. Product: [CH2:8]1[C:9]2([CH2:13][CH2:14][NH:15][CH2:16][CH2:17]2)[CH2:10][CH2:11][CH2:12][N:7]1[C:4]1[CH2:5][O:6][C:2](=[O:1])[CH:3]=1. The catalyst class is: 2. (2) Reactant: [Br:1][C:2]1[CH:9]=[N:8][CH:7]=[CH:6][C:3]=1[CH:4]=O.C([O-])(=O)C.[Na+].[NH2:15][OH:16].Cl. Product: [Br:1][C:2]1[CH:9]=[N:8][CH:7]=[CH:6][C:3]=1/[CH:4]=[N:15]\[OH:16]. The catalyst class is: 6. (3) Reactant: [Cl:1][C:2]1[CH:3]=[C:4]([CH:8]2[N:13]([C:14](OC3C=CC([N+]([O-])=O)=CC=3)=[O:15])[C:12]([O:26]C)=[N:11][C:10]([CH3:28])=[C:9]2[C:29]([O:31][CH2:32][C:33]2[CH:38]=[CH:37][CH:36]=[CH:35][CH:34]=2)=[O:30])[CH:5]=[CH:6][CH:7]=1.[C:39]1([CH:45]([C:49]2[CH:54]=[CH:53][CH:52]=[CH:51][CH:50]=2)[CH2:46][CH2:47][NH2:48])[CH:44]=[CH:43][CH:42]=[CH:41][CH:40]=1. Product: [Cl:1][C:2]1[CH:3]=[C:4]([CH:8]2[C:9]([C:29]([O:31][CH2:32][C:33]3[CH:34]=[CH:35][CH:36]=[CH:37][CH:38]=3)=[O:30])=[C:10]([CH3:28])[NH:11][C:12](=[O:26])[N:13]2[C:14](=[O:15])[NH:48][CH2:47][CH2:46][CH:45]([C:39]2[CH:40]=[CH:41][CH:42]=[CH:43][CH:44]=2)[C:49]2[CH:50]=[CH:51][CH:52]=[CH:53][CH:54]=2)[CH:5]=[CH:6][CH:7]=1. The catalyst class is: 10. (4) Reactant: [CH2:1]([N:5]1[C:12](=[O:13])[CH:11]2[N:14]([CH2:17][CH2:18][CH2:19][CH3:20])[C:15](=[O:16])[CH:6]1[S:7]SS[S:10]2)[CH2:2][CH2:3][CH3:4].[BH4-].[Na+]. Product: [SH:7][CH:6]1[N:5]([CH2:1][CH2:2][CH2:3][CH3:4])[C:12](=[O:13])[CH:11]([SH:10])[N:14]([CH2:17][CH2:18][CH2:19][CH3:20])[C:15]1=[O:16]. The catalyst class is: 92. (5) Reactant: C([O:3][C:4]([C@@H:6]1[CH2:8][C@H:7]1[C:9]1[C:14]([C:15]#[N:16])=[C:13]([OH:17])[N:12]=[C:11]([S:18][CH2:19][C:20]2[CH:25]=[CH:24][CH:23]=[C:22]([F:26])[C:21]=2[F:27])[N:10]=1)=[O:5])C.[OH-].[Na+].Cl. Product: [C:15]([C:14]1[C:9]([C@@H:7]2[CH2:8][C@H:6]2[C:4]([OH:5])=[O:3])=[N:10][C:11]([S:18][CH2:19][C:20]2[CH:25]=[CH:24][CH:23]=[C:22]([F:26])[C:21]=2[F:27])=[N:12][C:13]=1[OH:17])#[N:16]. The catalyst class is: 88. (6) Reactant: C(OC([N:8]1[CH:12]=[CH:11][CH:10]=[C:9]1[C:13]1[CH:14]=[N:15][C:16]([NH2:29])=[C:17]([O:19][CH2:20][C:21]2[C:26]([Cl:27])=[CH:25][CH:24]=[CH:23][C:22]=2[Cl:28])[CH:18]=1)=O)(C)(C)C.C(=O)([O-])[O-].[Na+].[Na+]. Product: [Cl:27][C:26]1[CH:25]=[CH:24][CH:23]=[C:22]([Cl:28])[C:21]=1[CH2:20][O:19][C:17]1[C:16]([NH2:29])=[N:15][CH:14]=[C:13]([C:9]2[NH:8][CH:12]=[CH:11][CH:10]=2)[CH:18]=1. The catalyst class is: 40. (7) Reactant: [OH:1][N:2]=[C:3]([C:5]1[S:9][C:8]([O:10][C:11]2[CH:12]=[N:13][C:14]([O:17][CH:18]([CH3:20])[CH3:19])=[CH:15][CH:16]=2)=[N:7][CH:6]=1)[NH2:4].[C:21]([NH:28][C@H:29]([C:31](O)=[O:32])[CH3:30])([O:23][C:24]([CH3:27])([CH3:26])[CH3:25])=[O:22].C(N=C=NCCCN(C)C)C. Product: [NH2:4]/[C:3](=[N:2]\[O:1][C:31](=[O:32])[CH:29]([NH:28][C:21](=[O:22])[O:23][C:24]([CH3:26])([CH3:25])[CH3:27])[CH3:30])/[C:5]1[S:9][C:8]([O:10][C:11]2[CH:12]=[N:13][C:14]([O:17][CH:18]([CH3:20])[CH3:19])=[CH:15][CH:16]=2)=[N:7][CH:6]=1. The catalyst class is: 4. (8) Reactant: [F:1][C:2]1[CH:7]=[CH:6][C:5]([C:8]2[S:12][C:11](/[CH:13]=[CH:14]/[C:15]([O:17][CH3:18])=[O:16])=[C:10]([C:19]3[N:20]=[N:21][N:22]([CH3:24])[N:23]=3)[CH:9]=2)=[CH:4][CH:3]=1.F[C:26]1C=CC(C2SC(/C=C/C(O)=O)=C(C3NN=NN=3)C=2)=CC=1.C(=O)([O-])[O-].[K+].[K+].CI. Product: [F:1][C:2]1[CH:7]=[CH:6][C:5]([C:8]2[S:12][C:11](/[CH:13]=[CH:14]/[C:15]([O:17][CH3:18])=[O:16])=[C:10]([C:19]3[N:20]([CH3:26])[N:21]=[N:22][N:23]=3)[CH:9]=2)=[CH:4][CH:3]=1.[F:1][C:2]1[CH:3]=[CH:4][C:5]([C:8]2[S:12][C:11](/[CH:13]=[CH:14]/[C:15]([O:17][CH3:18])=[O:16])=[C:10]([C:19]3[N:20]=[N:21][N:22]([CH3:24])[N:23]=3)[CH:9]=2)=[CH:6][CH:7]=1. The catalyst class is: 39. (9) The catalyst class is: 95. Product: [CH3:34][O:33][C:30]1[C:29]2[N:28]([CH2:35][C:36]3[CH:37]=[N:38][C:39]([C:42]4[CH:46]=[CH:45][S:44][CH:43]=4)=[CH:40][CH:41]=3)[C:27](=[O:47])[CH2:26][CH2:25][C:24]=2[C:23]([CH:19]=[O:18])=[CH:32][CH:31]=1. Reactant: C1(C)C=CC(S([O-])(=O)=O)=CC=1.[NH+]1C=CC=CC=1.[O:18]1CCO[CH:19]1[C:23]1[CH:32]=[CH:31][C:30]([O:33][CH3:34])=[C:29]2[C:24]=1[CH2:25][CH2:26][C:27](=[O:47])[N:28]2[CH2:35][C:36]1[CH:37]=[N:38][C:39]([C:42]2[CH:46]=[CH:45][S:44][CH:43]=2)=[CH:40][CH:41]=1. (10) Product: [CH3:1][O:2][C:3](=[O:15])[C:4]1[CH:9]=[CH:8][C:7]([C:10]([F:13])([F:12])[F:11])=[CH:6][C:5]=1[CH:16]1[CH2:18][CH2:17]1. Reactant: [CH3:1][O:2][C:3](=[O:15])[C:4]1[CH:9]=[CH:8][C:7]([C:10]([F:13])([F:12])[F:11])=[CH:6][C:5]=1Br.[CH:16]1(B(O)O)[CH2:18][CH2:17]1.O.P([O-])([O-])([O-])=O.[K+].[K+].[K+].C1(P(C2CCCCC2)C2CCCCC2)CCCCC1. The catalyst class is: 498.